From a dataset of Catalyst prediction with 721,799 reactions and 888 catalyst types from USPTO. Predict which catalyst facilitates the given reaction. (1) Reactant: [H-].[H-].[H-].[H-].[Li+].[Al+3].[CH3:7][C:8]1([CH3:19])[C:17]2[C:12](=[CH:13][CH:14]=[CH:15][CH:16]=2)[NH:11][C:10](=O)[CH2:9]1.[O-]S([O-])(=O)=O.[Na+].[Na+]. Product: [CH3:7][C:8]1([CH3:19])[C:17]2[C:12](=[CH:13][CH:14]=[CH:15][CH:16]=2)[NH:11][CH2:10][CH2:9]1. The catalyst class is: 1. (2) Reactant: [C:1]([C:5]1[CH:10]=[CH:9][C:8]([C:11]2[C:19]3[C:14](=[CH:15][CH:16]=[CH:17][CH:18]=3)[NH:13][C:12]=2[C:20]([O:22]CC)=[O:21])=[CH:7][CH:6]=1)([CH3:4])([CH3:3])[CH3:2].CC([O-])(C)C.[K+].Br[CH2:32][C:33]1[CH:38]=[C:37]([F:39])[CH:36]=[C:35]([F:40])[CH:34]=1.[OH-].[K+].Cl. Product: [F:40][C:35]1[CH:34]=[C:33]([CH2:32][N:13]2[C:14]3[C:19](=[CH:18][CH:17]=[CH:16][CH:15]=3)[C:11]([C:8]3[CH:9]=[CH:10][C:5]([C:1]([CH3:4])([CH3:2])[CH3:3])=[CH:6][CH:7]=3)=[C:12]2[C:20]([OH:22])=[O:21])[CH:38]=[C:37]([F:39])[CH:36]=1. The catalyst class is: 287.